From a dataset of Peptide-MHC class II binding affinity with 134,281 pairs from IEDB. Regression. Given a peptide amino acid sequence and an MHC pseudo amino acid sequence, predict their binding affinity value. This is MHC class II binding data. (1) The peptide sequence is GEVLNALAYDVPIPG. The MHC is DRB1_1501 with pseudo-sequence DRB1_1501. The binding affinity (normalized) is 0.723. (2) The MHC is HLA-DPA10301-DPB10402 with pseudo-sequence HLA-DPA10301-DPB10402. The peptide sequence is YTPIGDNKALISK. The binding affinity (normalized) is 0.0897. (3) The peptide sequence is GPAYSAHCIGITDRD. The MHC is DRB1_0701 with pseudo-sequence DRB1_0701. The binding affinity (normalized) is 0.536. (4) The peptide sequence is QKQLLTNHLINTPKI. The MHC is DRB4_0101 with pseudo-sequence DRB4_0103. The binding affinity (normalized) is 0.371. (5) The peptide sequence is EPIAAYHFDLSGKAF. The MHC is HLA-DQA10501-DQB10301 with pseudo-sequence HLA-DQA10501-DQB10301. The binding affinity (normalized) is 0.541. (6) The MHC is DRB1_1501 with pseudo-sequence DRB1_1501. The binding affinity (normalized) is 0.304. The peptide sequence is CRSCTLPPLRYMGED. (7) The peptide sequence is GELQIVDKIDKAFKI. The MHC is DRB3_0101 with pseudo-sequence DRB3_0101. The binding affinity (normalized) is 0.751. (8) The peptide sequence is KYSHGMDLADLFNAQ. The MHC is DRB1_0101 with pseudo-sequence DRB1_0101. The binding affinity (normalized) is 0. (9) The peptide sequence is PICPGYRWMCLRRFIIFL. The MHC is DRB1_1302 with pseudo-sequence DRB1_1302. The binding affinity (normalized) is 0.479.